This data is from Forward reaction prediction with 1.9M reactions from USPTO patents (1976-2016). The task is: Predict the product of the given reaction. (1) Given the reactants [NH2:1][C:2]1[CH:18]=[CH:17][C:5]([O:6][C:7]2[CH:16]=[CH:15][C:10]3[B:11]([OH:14])[O:12][CH2:13][C:9]=3[CH:8]=2)=[CH:4][CH:3]=1.CCN(CC)CC.[CH3:26][S:27](Cl)(=[O:29])=[O:28], predict the reaction product. The product is: [OH:14][B:11]1[C:10]2[CH:15]=[CH:16][C:7]([O:6][C:5]3[CH:17]=[CH:18][C:2]([NH:1][S:27]([CH3:26])(=[O:29])=[O:28])=[CH:3][CH:4]=3)=[CH:8][C:9]=2[CH2:13][O:12]1. (2) Given the reactants [C:1]([O:4][C:5]1[C:6](=[CH:10][CH:11]=[CH:12][CH:13]=1)[C:7](Cl)=[O:8])(=[O:3])[CH3:2].[C:14]([O:18][C:19]([NH:21][OH:22])=[O:20])([CH3:17])([CH3:16])[CH3:15], predict the reaction product. The product is: [C:1]([O:4][C:5]1[CH:13]=[CH:12][CH:11]=[CH:10][C:6]=1[C:7]([O:22][NH:21][C:19]([O:18][C:14]([CH3:17])([CH3:16])[CH3:15])=[O:20])=[O:8])(=[O:3])[CH3:2].